From a dataset of Forward reaction prediction with 1.9M reactions from USPTO patents (1976-2016). Predict the product of the given reaction. (1) Given the reactants [NH:1]1[CH2:5][CH2:4][C@@H:3]([N:6]2[CH:10]=[C:9]([O:11][C:12]3[N:13]=[C:14]([OH:22])[C:15]4[CH:21]=[CH:20][N:19]=[CH:18][C:16]=4[N:17]=3)[CH:8]=[N:7]2)[CH2:2]1.Cl[C:24]1[CH:29]=[CH:28][CH:27]=[CH:26][C:25]=1[S:30](C1C=CC=CC=1Cl)(=[O:32])=[O:31], predict the reaction product. The product is: [C:25]1([S:30]([N:1]2[CH2:5][CH2:4][C@@H:3]([N:6]3[CH:10]=[C:9]([O:11][C:12]4[N:13]=[C:14]([OH:22])[C:15]5[CH:21]=[CH:20][N:19]=[CH:18][C:16]=5[N:17]=4)[CH:8]=[N:7]3)[CH2:2]2)(=[O:32])=[O:31])[CH:26]=[CH:27][CH:28]=[CH:29][CH:24]=1. (2) Given the reactants Br[C:2]1[CH:7]=[CH:6][N:5]2[C:8]([C:11]([NH:13][C:14]3[CH:22]=[CH:21][CH:20]=[C:19]4[C:15]=3[C:16]([CH3:31])=[N:17][N:18]4[CH2:23][C:24]3[CH:29]=[CH:28][CH:27]=[C:26]([CH3:30])[N:25]=3)=[O:12])=[CH:9][N:10]=[C:4]2[CH:3]=1.CC1C(P(C2C(C)=CC=CC=2)C2C(C)=CC=CC=2)=CC=CC=1.C([Sn](CCCC)(CCCC)/[CH:59]=[CH:60]\[O:61][CH2:62][CH3:63])CCC.C(N(CC)CC)C, predict the reaction product. The product is: [CH2:62]([O:61]/[CH:60]=[CH:59]\[C:2]1[CH:7]=[CH:6][N:5]2[C:8]([C:11]([NH:13][C:14]3[CH:22]=[CH:21][CH:20]=[C:19]4[C:15]=3[C:16]([CH3:31])=[N:17][N:18]4[CH2:23][C:24]3[CH:29]=[CH:28][CH:27]=[C:26]([CH3:30])[N:25]=3)=[O:12])=[CH:9][N:10]=[C:4]2[CH:3]=1)[CH3:63]. (3) Given the reactants [NH2:1][C:2]1[C:7]([F:8])=[CH:6][C:5]([OH:9])=[CH:4][C:3]=1[F:10].N1C=CN=C1.[Cl-].[CH:17]([SiH:20]([CH:24]([CH3:26])[CH3:25])[CH:21]([CH3:23])[CH3:22])([CH3:19])[CH3:18], predict the reaction product. The product is: [F:8][C:7]1[CH:6]=[C:5]([O:9][Si:20]([CH:24]([CH3:26])[CH3:25])([CH:21]([CH3:23])[CH3:22])[CH:17]([CH3:19])[CH3:18])[CH:4]=[C:3]([F:10])[C:2]=1[NH2:1].